Dataset: Catalyst prediction with 721,799 reactions and 888 catalyst types from USPTO. Task: Predict which catalyst facilitates the given reaction. (1) Reactant: [F-].C([N+](CCCC)(CCCC)CCCC)CCC.COC(=O)[CH2:22][N:23]([S:31](=[O:43])(=[O:42])[NH:32][C:33](OCC[Si](C)(C)C)=[O:34])[C:24]1[CH:29]=[CH:28][CH:27]=[C:26]([I:30])[CH:25]=1.CCOC(C)=O.CCCCCC. Product: [I:30][C:26]1[CH:25]=[C:24]([N:23]2[S:31](=[O:43])(=[O:42])[NH:32][C:33](=[O:34])[CH2:22]2)[CH:29]=[CH:28][CH:27]=1. The catalyst class is: 1. (2) Reactant: [F:1][C:2]1[CH:14]=[C:13](/[CH:15]=[CH:16]\[C:17]([F:20])([F:19])[F:18])[CH:12]=[CH:11][C:3]=1[C:4]([O:6]C(C)(C)C)=[O:5]. Product: [F:1][C:2]1[CH:14]=[C:13](/[CH:15]=[CH:16]\[C:17]([F:18])([F:19])[F:20])[CH:12]=[CH:11][C:3]=1[C:4]([OH:6])=[O:5]. The catalyst class is: 157. (3) Reactant: S([O-])([O-])(=O)=O.[Na+].[Na+].[NH2:8][C:9]1[CH:22]=[CH:21][C:20]([Cl:23])=[CH:19][C:10]=1[C:11]([NH:13][CH:14]([CH:16]1[CH2:18][CH2:17]1)[CH3:15])=[O:12].[Br:24][C:25]1[CH:29]=[C:28]([C:30](=[O:39])SCC2C=CC=CC=2)[N:27]([C:40]2[C:45]([Cl:46])=[CH:44][CH:43]=[CH:42][N:41]=2)[N:26]=1.CC(C)([O-])C.[K+]. Product: [Br:24][C:25]1[CH:29]=[C:28]([C:30]([NH:8][C:9]2[CH:22]=[CH:21][C:20]([Cl:23])=[CH:19][C:10]=2[C:11](=[O:12])[NH:13][CH:14]([CH:16]2[CH2:18][CH2:17]2)[CH3:15])=[O:39])[N:27]([C:40]2[C:45]([Cl:46])=[CH:44][CH:43]=[CH:42][N:41]=2)[N:26]=1. The catalyst class is: 374. (4) Reactant: [OH:1][C:2]([C:8]1[CH:9]=[C:10]([CH2:14][CH2:15][CH2:16][N:17]2C(=O)C3C(=CC=CC=3)C2=O)[CH:11]=[CH:12][CH:13]=1)([CH2:4][CH2:5][CH2:6][CH3:7])[CH3:3].N.CO. Product: [NH2:17][CH2:16][CH2:15][CH2:14][C:10]1[CH:9]=[C:8]([C:2]([OH:1])([CH2:4][CH2:5][CH2:6][CH3:7])[CH3:3])[CH:13]=[CH:12][CH:11]=1. The catalyst class is: 13. (5) Reactant: [NH:1]([C:5]1[CH:11]=[CH:10][C:8]([OH:9])=[CH:7][CH:6]=1)[C:2]([CH3:4])=[O:3].N1C=CC=CC=1.[Cl:18][CH2:19][C:20](Cl)=[O:21].O. Product: [Cl:18][CH2:19][C:20]([O:9][C:8]1[CH:10]=[CH:11][C:5]([NH:1][C:2](=[O:3])[CH3:4])=[CH:6][CH:7]=1)=[O:21]. The catalyst class is: 21. (6) Reactant: [N:1]([CH2:4][C:5]([C:7]1[C:12]2[O:13][CH2:14][C:15](=[O:17])[NH:16][C:11]=2[C:10]([O:18]CC2C=CC=CC=2)=[CH:9][CH:8]=1)=O)=[N+]=[N-].Cl.O. Product: [NH2:1][CH2:4][CH2:5][C:7]1[C:12]2[O:13][CH2:14][C:15](=[O:17])[NH:16][C:11]=2[C:10]([OH:18])=[CH:9][CH:8]=1. The catalyst class is: 331. (7) Reactant: [Cl:1][C:2]1[CH:7]=[CH:6][CH:5]=[CH:4][C:3]=1[C:8]([N:10]=[C:11]=[S:12])=[O:9].[CH3:13][O:14][C:15]1[CH:16]=[C:17]2[C:22](=[CH:23][C:24]=1[O:25][CH3:26])[N:21]=[CH:20][CH:19]=[C:18]2[O:27][C:28]1[CH:34]=[CH:33][C:31]([NH2:32])=[C:30]([CH3:35])[C:29]=1[CH3:36].C1(C)C=CC=CC=1. Product: [Cl:1][C:2]1[CH:7]=[CH:6][CH:5]=[CH:4][C:3]=1[C:8]([NH:10][C:11]([NH:32][C:31]1[CH:33]=[CH:34][C:28]([O:27][C:18]2[C:17]3[C:22](=[CH:23][C:24]([O:25][CH3:26])=[C:15]([O:14][CH3:13])[CH:16]=3)[N:21]=[CH:20][CH:19]=2)=[C:29]([CH3:36])[C:30]=1[CH3:35])=[S:12])=[O:9]. The catalyst class is: 8. (8) Reactant: [C:1](Cl)(=[O:3])[CH3:2].[NH:5]1[CH2:9][CH2:8][C@H:7]([CH2:10][N:11]([CH2:22][C:23]2[CH:28]=[CH:27][CH:26]=[CH:25][CH:24]=2)[C:12](=[O:21])[O:13][CH2:14][C:15]2[CH:20]=[CH:19][CH:18]=[CH:17][CH:16]=2)[CH2:6]1.C(N(CC)CC)C. Product: [C:1]([N:5]1[CH2:9][CH2:8][C@H:7]([CH2:10][N:11]([CH2:22][C:23]2[CH:24]=[CH:25][CH:26]=[CH:27][CH:28]=2)[C:12](=[O:21])[O:13][CH2:14][C:15]2[CH:16]=[CH:17][CH:18]=[CH:19][CH:20]=2)[CH2:6]1)(=[O:3])[CH3:2]. The catalyst class is: 2.